Dataset: Full USPTO retrosynthesis dataset with 1.9M reactions from patents (1976-2016). Task: Predict the reactants needed to synthesize the given product. (1) Given the product [OH:46][CH:45]([CH2:47][OH:40])[CH2:44][NH:4][S:5]([C:8]1[CH:13]=[CH:12][C:11]([C:14]2[NH:29][C:17]3[N:18]=[CH:19][N:20]=[C:21]([NH:22][CH2:23][CH:24]4[CH2:28][CH2:27][CH2:26][O:25]4)[C:16]=3[C:15]=2[C:30]2[CH:35]=[CH:34][CH:33]=[CH:32][CH:31]=2)=[CH:10][CH:9]=1)(=[O:7])=[O:6], predict the reactants needed to synthesize it. The reactants are: C([NH:4][S:5]([C:8]1[CH:13]=[CH:12][C:11]([C:14]2[NH:29][C:17]3[N:18]=[CH:19][N:20]=[C:21]([NH:22][CH2:23][CH:24]4[CH2:28][CH2:27][CH2:26][O:25]4)[C:16]=3[C:15]=2[C:30]2[CH:35]=[CH:34][CH:33]=[CH:32][CH:31]=2)=[CH:10][CH:9]=1)(=[O:7])=[O:6])C=C.C[N+]1([O-])CC[O:40]CC1.[CH3:44][C:45]([CH3:47])=[O:46]. (2) Given the product [Cl:16][C:13]([O:14][CH:10]([C:7]1[CH:6]=[CH:5][C:4]([N+:1]([O-:3])=[O:2])=[CH:9][CH:8]=1)[CH3:11])=[O:20], predict the reactants needed to synthesize it. The reactants are: [N+:1]([C:4]1[CH:9]=[CH:8][C:7]([CH2:10][CH2:11]O)=[CH:6][CH:5]=1)([O-:3])=[O:2].[C:13]([Cl:16])(Cl)=[O:14].C1C[O:20]CC1. (3) Given the product [C:8]([O:7][C@H:6]1[C@@H:11]([O:12][C:13](=[O:15])[CH3:14])[C@H:16]([O:17][C:18](=[O:20])[CH3:19])[C@@H:21]([CH2:23][O:24][C:25](=[O:27])[CH3:26])[O:22][C@@H:5]1[O:4][C:3]1[CH:34]=[CH:33][C:32]([Br:31])=[CH:37][C:2]=1[Cl:30])(=[O:10])[CH3:9], predict the reactants needed to synthesize it. The reactants are: Cl[C:2]([Cl:30])(Cl)[C:3](=N)[O:4][C@H:5]1[O:22][C@H:21]([CH2:23][O:24][C:25](=[O:27])[CH3:26])[C@@H:16]([O:17][C:18](=[O:20])[CH3:19])[C@H:11]([O:12][C:13](=[O:15])[CH3:14])[C@@H:6]1[O:7][C:8](=[O:10])[CH3:9].[Br:31][C:32]1[CH:37]=CC(O)=[C:34](Cl)[CH:33]=1.[Si](OS(C(F)(F)F)(=O)=O)(C)(C)C. (4) Given the product [Cl:1][C:2]1[CH:10]=[C:9]2[C:5]([C@@:6]3([C@@H:15]([C:16]4[CH:21]=[CH:20][N:19]=[C:18]([Cl:22])[C:17]=4[F:23])[C@H:14]([C:24]([NH:41][CH2:40][C:39]4[N:35]([CH3:34])[CH:36]=[N:37][CH:38]=4)=[O:26])[NH:13][C:12]43[CH2:31][CH2:30][C:29]([CH3:32])([CH3:33])[CH2:28][CH2:27]4)[C:7](=[O:11])[NH:8]2)=[CH:4][CH:3]=1, predict the reactants needed to synthesize it. The reactants are: [Cl:1][C:2]1[CH:10]=[C:9]2[C:5]([C:6]3([C@@H:15]([C:16]4[CH:21]=[CH:20][N:19]=[C:18]([Cl:22])[C:17]=4[F:23])[C@H:14]([C:24]([OH:26])=O)[NH:13][C:12]43[CH2:31][CH2:30][C:29]([CH3:33])([CH3:32])[CH2:28][CH2:27]4)[C:7](=[O:11])[NH:8]2)=[CH:4][CH:3]=1.[CH3:34][N:35]1[C:39]([CH2:40][NH2:41])=[CH:38][N:37]=[CH:36]1. (5) Given the product [NH2:16][C:13]1[CH:14]=[CH:15][C:10]([CH2:9][N:6]2[C:5]3[CH:19]=[C:20]([CH3:21])[C:2]([CH3:1])=[CH:3][C:4]=3[N:8]=[CH:7]2)=[CH:11][CH:12]=1, predict the reactants needed to synthesize it. The reactants are: [CH3:1][C:2]1[C:20]([CH3:21])=[CH:19][C:5]2[N:6]([CH2:9][C:10]3[CH:15]=[CH:14][C:13]([N+:16]([O-])=O)=[CH:12][CH:11]=3)[CH:7]=[N:8][C:4]=2[CH:3]=1.C(O)C. (6) Given the product [C:45]([O:49][C:50](=[O:68])[C:51]([NH:67][C:33]([NH:1][C@@H:2]1[CH2:17][C:16]2=[CH:15][CH:14]=[C:13]([CH:19]=[CH:18]2)[O:12][CH2:11][CH2:10][CH2:9][CH2:8][O:7][CH2:6][C@H:5]([CH:20]([CH3:21])[CH3:22])[NH:4][C:3]1=[O:23])=[O:34])([CH3:66])[CH2:52][C@@H:53]1[CH2:57][CH2:56][C@@H:55]([NH:58][C:59]([O:61][C:62]([CH3:65])([CH3:64])[CH3:63])=[O:60])[CH2:54]1)([CH3:47])([CH3:46])[CH3:48], predict the reactants needed to synthesize it. The reactants are: [NH2:1][C@@H:2]1[CH2:17][C:16]2=[CH:18][CH:19]=[C:13]([CH:14]=[CH:15]2)[O:12][CH2:11][CH2:10][CH2:9][CH2:8][O:7][CH2:6][C@H:5]([CH:20]([CH3:22])[CH3:21])[NH:4][C:3]1=[O:23].C(N(CC)C(C)C)(C)C.[C:33](N1C=CN=C1)(N1C=CN=C1)=[O:34].[C:45]([O:49][C:50](=[O:68])[C:51]([NH2:67])([CH3:66])[CH2:52][C@@H:53]1[CH2:57][CH2:56][C@@H:55]([NH:58][C:59]([O:61][C:62]([CH3:65])([CH3:64])[CH3:63])=[O:60])[CH2:54]1)([CH3:48])([CH3:47])[CH3:46]. (7) Given the product [O:1]1[C:6]2[CH:7]=[CH:8][C:9]([CH2:11][N:12]([CH:20]3[CH2:25][CH2:24][N:23]([CH2:26][CH2:27][N:28]4[C:37]5[C:32](=[C:33]([OH:38])[CH:34]=[CH:35][CH:36]=5)[CH:31]=[CH:30][C:29]4=[O:46])[CH2:22][CH2:21]3)[C:13](=[O:19])[O:14][C:15]([CH3:18])([CH3:17])[CH3:16])=[CH:10][C:5]=2[O:4][CH2:3][CH2:2]1, predict the reactants needed to synthesize it. The reactants are: [O:1]1[C:6]2[CH:7]=[CH:8][C:9]([CH2:11][N:12]([CH:20]3[CH2:25][CH2:24][N:23]([CH2:26][CH2:27][N:28]4[C:37]5[C:32](=[C:33]([O:38]CC6C=CC=CC=6)[CH:34]=[CH:35][CH:36]=5)[CH:31]=[CH:30][C:29]4=[O:46])[CH2:22][CH2:21]3)[C:13](=[O:19])[O:14][C:15]([CH3:18])([CH3:17])[CH3:16])=[CH:10][C:5]=2[O:4][CH2:3][CH2:2]1.